From a dataset of CYP2D6 inhibition data for predicting drug metabolism from PubChem BioAssay. Regression/Classification. Given a drug SMILES string, predict its absorption, distribution, metabolism, or excretion properties. Task type varies by dataset: regression for continuous measurements (e.g., permeability, clearance, half-life) or binary classification for categorical outcomes (e.g., BBB penetration, CYP inhibition). Dataset: cyp2d6_veith. The compound is CC(=O)N1CCC2(CC1)CN(c1ccccn1)C2. The result is 0 (non-inhibitor).